Dataset: Retrosynthesis with 50K atom-mapped reactions and 10 reaction types from USPTO. Task: Predict the reactants needed to synthesize the given product. The reactants are: CC(C)(C)OC(=O)N1CCN(c2ccc3c(c2)-n2c(nc4ccccc4c2=O)C3=O)CC1. Given the product O=C1c2ccc(N3CCNCC3)cc2-n2c1nc1ccccc1c2=O, predict the reactants needed to synthesize it.